Task: Predict the reactants needed to synthesize the given product.. Dataset: Full USPTO retrosynthesis dataset with 1.9M reactions from patents (1976-2016) (1) Given the product [Br:1][C:2]1[CH:10]=[CH:9][C:5]([C:6]([N:16]2[CH2:17][CH2:18][C:14]([F:19])([F:13])[CH2:15]2)=[O:8])=[C:4]([F:11])[CH:3]=1, predict the reactants needed to synthesize it. The reactants are: [Br:1][C:2]1[CH:10]=[CH:9][C:5]([C:6]([OH:8])=O)=[C:4]([F:11])[CH:3]=1.Cl.[F:13][C:14]1([F:19])[CH2:18][CH2:17][NH:16][CH2:15]1. (2) Given the product [CH2:11]([C@H:18]1[CH2:22][O:21][C:20](=[O:23])[N:19]1[C:24](=[O:29])[C@H:25]([CH:26]1[CH2:27][CH2:28]1)[OH:37])[C:12]1[CH:13]=[CH:14][CH:15]=[CH:16][CH:17]=1, predict the reactants needed to synthesize it. The reactants are: C[Si]([N-][Si](C)(C)C)(C)C.[Na+].[CH2:11]([C@H:18]1[CH2:22][O:21][C:20](=[O:23])[N:19]1[C:24](=[O:29])[CH2:25][CH:26]1[CH2:28][CH2:27]1)[C:12]1[CH:17]=[CH:16][CH:15]=[CH:14][CH:13]=1.C1(S(N2C(C3C=CC=CC=3)O2)(=O)=[O:37])C=CC=CC=1.C(O)(=O)C.